Task: Predict the reaction yield, written as a fraction of the theoretical maximum amount of product (1.0 means a 100% yield; for example, 0.34 means a 34% yield).. Dataset: Reaction yield outcomes from USPTO patents with 853,638 reactions (1) The reactants are [S:1]1[C:5]2[NH:6][CH:7]=[C:8]([CH2:9][C:10]([NH2:12])=[O:11])[C:4]=2[CH:3]=[CH:2]1.[CH3:13][C:14]([O:17][C:18](O[C:18]([O:17][C:14]([CH3:16])([CH3:15])[CH3:13])=[O:19])=[O:19])([CH3:16])[CH3:15]. The catalyst is CN(C)C1C=CN=CC=1.C1COCC1. The product is [NH2:12][C:10](=[O:11])[CH2:9][C:8]1[C:4]2[CH:3]=[CH:2][S:1][C:5]=2[N:6]([C:18]([O:17][C:14]([CH3:16])([CH3:15])[CH3:13])=[O:19])[CH:7]=1. The yield is 1.00. (2) The reactants are [F:1][C:2]1[CH:30]=[CH:29][CH:28]=[C:27]([F:31])[C:3]=1[O:4][C:5]1[CH:10]=[CH:9][C:8]([C:11]2[C:19]3[C:14](=[N:15][CH:16]=[N:17][C:18]=3[NH2:20])[N:13]([CH2:21][C@H:22]3[CH2:26][CH2:25][CH2:24][NH:23]3)[N:12]=2)=[CH:7][CH:6]=1.[C:32]([CH2:34][C:35](O)=[O:36])#[N:33]. The catalyst is ClCCl. The product is [NH2:20][C:18]1[N:17]=[CH:16][N:15]=[C:14]2[N:13]([CH2:21][C@H:22]3[CH2:26][CH2:25][CH2:24][N:23]3[C:35](=[O:36])[CH2:34][C:32]#[N:33])[N:12]=[C:11]([C:8]3[CH:7]=[CH:6][C:5]([O:4][C:3]4[C:27]([F:31])=[CH:28][CH:29]=[CH:30][C:2]=4[F:1])=[CH:10][CH:9]=3)[C:19]=12. The yield is 0.480. (3) The catalyst is CN(C1C=CN=CC=1)C. The reactants are [CH3:1][N:2]1[C:10]([CH2:11][CH2:12][CH2:13][C:14]([OH:16])=[O:15])=[N:9][C:8]2[CH:7]=[C:6]([N:17]([CH2:21][CH2:22][Cl:23])[CH2:18][CH2:19][Cl:20])[CH:5]=[CH:4][C:3]1=2.Cl.[CH2:25](O)[CH2:26][CH2:27][CH3:28].C1(N=C=NC2CCCCC2)CCCCC1. The yield is 0.900. The product is [CH2:25]([O:15][C:14](=[O:16])[CH2:13][CH2:12][CH2:11][C:10]1[N:2]([CH3:1])[C:3]2[CH:4]=[CH:5][C:6]([N:17]([CH2:18][CH2:19][Cl:20])[CH2:21][CH2:22][Cl:23])=[CH:7][C:8]=2[N:9]=1)[CH2:26][CH2:27][CH3:28]. (4) The reactants are [Br:1][C:2]1[CH:7]=[CH:6][C:5]([NH:8][C:9]2[C:10]([C:18]([OH:20])=O)=[CH:11][N:12]([CH3:17])[C:13](=[O:16])[C:14]=2[CH3:15])=[C:4]([F:21])[CH:3]=1.C(N1C=CN=C1)(N1C=CN=C1)=O.[C:34]1([CH2:40][S:41]([NH2:44])(=[O:43])=[O:42])[CH:39]=[CH:38][CH:37]=[CH:36][CH:35]=1.C1CCN2C(=NCCC2)CC1. The catalyst is CN(C=O)C.CCOC(C)=O.Cl. The product is [Br:1][C:2]1[CH:7]=[CH:6][C:5]([NH:8][C:9]2[C:10]([C:18]([NH:44][S:41]([CH2:40][C:34]3[CH:35]=[CH:36][CH:37]=[CH:38][CH:39]=3)(=[O:42])=[O:43])=[O:20])=[CH:11][N:12]([CH3:17])[C:13](=[O:16])[C:14]=2[CH3:15])=[C:4]([F:21])[CH:3]=1. The yield is 0.680. (5) The reactants are [NH2:1][C@@H:2]1[C:11]2[C:6](=[CH:7][CH:8]=[CH:9][CH:10]=2)[C@H:5]([OH:12])[CH2:4][CH2:3]1.[H-].[Na+].F[C:16]1[CH:17]=[CH:18][C:19]2[N:20]([C:22]([N:25]3[CH2:29][CH2:28][CH2:27][CH2:26]3)=[N:23][N:24]=2)[CH:21]=1. The catalyst is CN(C=O)C. The product is [N:25]1([C:22]2[N:20]3[CH:21]=[C:16]([O:12][C@H:5]4[C:6]5[C:11](=[CH:10][CH:9]=[CH:8][CH:7]=5)[C@@H:2]([NH2:1])[CH2:3][CH2:4]4)[CH:17]=[CH:18][C:19]3=[N:24][N:23]=2)[CH2:29][CH2:28][CH2:27][CH2:26]1. The yield is 0.140. (6) The reactants are [CH3:1][C:2]1[C:10]2C(=NC=C(C3C=CC=CC=3)C=2N2CCNCC2)N[CH:3]=1.[NH2:23][C:24]([CH3:59])([CH3:58])[CH2:25][C@H:26]([C:51]1[CH:56]=[CH:55][C:54]([Cl:57])=[CH:53][CH:52]=1)[C:27]([N:29]1[CH2:34][CH2:33][N:32]([C:35]2[C:40]([C:41]3[CH:46]=[CH:45][CH:44]=[C:43](F)[CH:42]=3)=[CH:39][N:38]=[C:37]3[NH:48][CH:49]=[CH:50][C:36]=23)[CH2:31][CH2:30]1)=[O:28].C1C=CC2N(O)N=NC=2C=1.O.CCN=C=NCCCN(C)C.[CH3:82]CN(C(C)C)C(C)C.[C:91]([O-:94])([O-])=[O:92].[Na+].[Na+]. The catalyst is C(Cl)Cl. The product is [Cl:57][C:54]1[CH:55]=[CH:56][C:51]([C@H:26]([C:27]([N:29]2[CH2:34][CH2:33][N:32]([C:35]3[C:40]([C:41]4[CH:46]=[CH:45][CH:44]=[CH:43][CH:42]=4)=[CH:39][N:38]=[C:37]4[NH:48][CH:49]=[C:50]([CH3:82])[C:36]=34)[CH2:31][CH2:30]2)=[O:28])[CH2:25][C:24]([NH:23][C:91](=[O:92])[O:94][C:2]([CH3:10])([CH3:3])[CH3:1])([CH3:59])[CH3:58])=[CH:52][CH:53]=1. The yield is 0.593. (7) The reactants are [Cl-].O[NH3+:3].[C:4](=[O:7])([O-])[OH:5].[Na+].CS(C)=O.[C:13]([C:15]1[CH:20]=[CH:19][CH:18]=[CH:17][C:16]=1[C:21]1[CH:26]=[CH:25][C:24]([CH2:27][C:28]2[C:29](=[O:52])[N:30]([C@H:40]3[CH2:45][CH2:44][C@H:43]([O:46][CH:47]([CH3:51])[C:48]([NH2:50])=O)[CH2:42][CH2:41]3)[C:31]3[N:32]([N:37]=[CH:38][N:39]=3)[C:33]=2[CH2:34][CH2:35][CH3:36])=[CH:23][CH:22]=1)#[N:14]. The catalyst is C(OCC)(=O)C. The product is [O:52]=[C:29]1[C:28]([CH2:27][C:24]2[CH:23]=[CH:22][C:21]([C:16]3[CH:17]=[CH:18][CH:19]=[CH:20][C:15]=3[C:13]3[NH:3][C:4](=[O:7])[O:5][N:14]=3)=[CH:26][CH:25]=2)=[C:33]([CH2:34][CH2:35][CH3:36])[N:32]2[N:37]=[CH:38][N:39]=[C:31]2[N:30]1[C@H:40]1[CH2:45][CH2:44][C@H:43]([O:46][CH:47]([CH3:51])[C:48]#[N:50])[CH2:42][CH2:41]1. The yield is 0.470. (8) The reactants are [CH:1]1([C:7]2[CH:14]=[CH:13]C(C#N)=[CH:9][C:8]=2[C:15]([F:18])([F:17])[F:16])[CH2:6][CH2:5][CH2:4][CH2:3][CH2:2]1.[C:19]([OH:22])(=[O:21])[CH3:20].Cl. The catalyst is O. The product is [CH:1]1([C:7]2[CH:14]=[CH:13][C:20]([C:19]([OH:22])=[O:21])=[CH:9][C:8]=2[C:15]([F:16])([F:17])[F:18])[CH2:6][CH2:5][CH2:4][CH2:3][CH2:2]1. The yield is 0.810. (9) The yield is 0.870. The reactants are [CH3:1][N-:2][S:3](=[O:9])(=[O:8])[NH:4]C(C)C.[OH-].[Na+].Cl[C:13]1[C:21]([N+:22]([O-:24])=[O:23])=[C:20]([F:25])[CH:19]=[CH:18][C:14]=1[C:15](Cl)=[O:16].[CH3:26][CH2:27][CH2:28]C(C)C.[ClH:32]. The catalyst is [Cl-].C([N+](CCCC)(CCCC)C)CCC.ClC1C=CC=CC=1.O. The product is [Cl:32][C:18]1[CH:19]=[C:20]([F:25])[C:21]([N+:22]([O-:24])=[O:23])=[CH:13][C:14]=1[C:15]([NH:4][S:3]([N:2]([CH:27]([CH3:28])[CH3:26])[CH3:1])(=[O:9])=[O:8])=[O:16].